Dataset: Reaction yield outcomes from USPTO patents with 853,638 reactions. Task: Predict the reaction yield, written as a fraction of the theoretical maximum amount of product (1.0 means a 100% yield; for example, 0.34 means a 34% yield). (1) The reactants are COC(=O)CC1C=CC(CBr)=CC=1.[CH3:14][O:15][C:16](=[O:47])[CH2:17][C:18]1[CH:23]=[CH:22][C:21]([CH2:24][N:25]2[CH:29]=[C:28]([C:30]3[CH:35]=[CH:34][C:33]([Cl:36])=[CH:32][C:31]=3[Cl:37])[N:27]=[C:26]2/[CH:38]=[CH:39]/[C:40]2[CH:45]=[CH:44][C:43](Br)=[CH:42][CH:41]=2)=[CH:20][CH:19]=1.[CH3:48][S:49]([C:52]1[CH:53]=[C:54](B(O)O)[CH:55]=[CH:56][CH:57]=1)(=[O:51])=[O:50]. No catalyst specified. The yield is 0.500. The product is [CH3:14][O:15][C:16](=[O:47])[CH2:17][C:18]1[CH:23]=[CH:22][C:21]([CH2:24][N:25]2[CH:29]=[C:28]([C:30]3[CH:35]=[CH:34][C:33]([Cl:36])=[CH:32][C:31]=3[Cl:37])[N:27]=[C:26]2/[CH:38]=[CH:39]/[C:40]2[CH:45]=[CH:44][C:43]([C:56]3[CH:55]=[CH:54][CH:53]=[C:52]([S:49]([CH3:48])(=[O:51])=[O:50])[CH:57]=3)=[CH:42][CH:41]=2)=[CH:20][CH:19]=1. (2) The reactants are [Cl:1][C:2]1[C:7]([O:8][CH3:9])=[CH:6][C:5]([O:10][CH3:11])=[CH:4][C:3]=1[C:12]1[C:23](=[O:24])[N:22]([CH2:25][CH2:26][N:27]2[CH2:32][CH2:31][CH:30]([NH:33][C:34](=[O:40])[O:35][C:36]([CH3:39])([CH3:38])[CH3:37])[CH2:29][CH2:28]2)[C:15]2[N:16]=[C:17]([S:20][CH3:21])[N:18]=[CH:19][C:14]=2[CH:13]=1.C1C=C(Cl)C=C(C(OO)=[O:49])C=1. The catalyst is C(Cl)Cl. The product is [Cl:1][C:2]1[C:7]([O:8][CH3:9])=[CH:6][C:5]([O:10][CH3:11])=[CH:4][C:3]=1[C:12]1[C:23](=[O:24])[N:22]([CH2:25][CH2:26][N:27]2[CH2:32][CH2:31][CH:30]([NH:33][C:34](=[O:40])[O:35][C:36]([CH3:37])([CH3:39])[CH3:38])[CH2:29][CH2:28]2)[C:15]2[N:16]=[C:17]([S:20]([CH3:21])=[O:49])[N:18]=[CH:19][C:14]=2[CH:13]=1. The yield is 0.750. (3) The reactants are [NH2:1][C:2]1[C:11]2[C:6](=[CH:7][CH:8]=[C:9]([C:12]([NH:14][C:15]3[CH:20]=[CH:19][C:18]([CH2:21][NH2:22])=[CH:17][CH:16]=3)=[O:13])[CH:10]=2)[N:5]=[C:4]([CH3:23])[CH:3]=1.[N:24]1[CH:29]=[CH:28][CH:27]=[CH:26][C:25]=1[C:30](O)=[O:31].C(N(CC)CC)C.C1CN([P+](Br)(N2CCCC2)N2CCCC2)CC1.F[P-](F)(F)(F)(F)F. The catalyst is CN(C=O)C. The product is [NH2:1][C:2]1[C:11]2[C:6](=[CH:7][CH:8]=[C:9]([C:12]([NH:14][C:15]3[CH:20]=[CH:19][C:18]([CH2:21][NH:22][C:30]([C:25]4[CH:26]=[CH:27][CH:28]=[CH:29][N:24]=4)=[O:31])=[CH:17][CH:16]=3)=[O:13])[CH:10]=2)[N:5]=[C:4]([CH3:23])[CH:3]=1. The yield is 0.230. (4) The reactants are [Br:1][C:2]1[C:3](F)=[C:4]2[C:10]([NH:11][C:12](=[O:19])[C:13]3[CH:18]=[CH:17][CH:16]=[N:15][CH:14]=3)=[CH:9][NH:8][C:5]2=[N:6][CH:7]=1.[NH:21]1[CH2:26][CH2:25][CH2:24][CH:23]([NH:27][C:28](=[O:34])[O:29][C:30]([CH3:33])([CH3:32])[CH3:31])[CH2:22]1. The catalyst is CCCCO. The product is [Br:1][C:2]1[C:3]([N:21]2[CH2:26][CH2:25][CH2:24][CH:23]([NH:27][C:28](=[O:34])[O:29][C:30]([CH3:32])([CH3:31])[CH3:33])[CH2:22]2)=[C:4]2[C:10]([NH:11][C:12](=[O:19])[C:13]3[CH:18]=[CH:17][CH:16]=[N:15][CH:14]=3)=[CH:9][NH:8][C:5]2=[N:6][CH:7]=1. The yield is 0.320. (5) The reactants are [Br:1][C:2]1[CH:7]=[CH:6][C:5]([OH:8])=[CH:4][CH:3]=1.N1C=CN=C1.[CH3:14][C:15]([Si:18](Cl)([CH3:20])[CH3:19])([CH3:17])[CH3:16]. The catalyst is CN(C=O)C.O. The product is [Br:1][C:2]1[CH:7]=[CH:6][C:5]([O:8][Si:18]([C:15]([CH3:17])([CH3:16])[CH3:14])([CH3:20])[CH3:19])=[CH:4][CH:3]=1. The yield is 0.900. (6) The reactants are [O-]S([O-])(=O)=O.[Mg+2].O=[C:8]1[CH2:13][CH2:12][O:11][CH2:10][CH2:9]1.CC(C)(O)[C:16]#[N:17].[NH:20]1[CH2:25][CH2:24][O:23][CH2:22][CH2:21]1. The catalyst is CC(N(C)C)=O. The product is [O:23]1[CH2:24][CH2:25][N:20]([C:8]2([C:16]#[N:17])[CH2:13][CH2:12][O:11][CH2:10][CH2:9]2)[CH2:21][CH2:22]1. The yield is 0.800.